Dataset: Forward reaction prediction with 1.9M reactions from USPTO patents (1976-2016). Task: Predict the product of the given reaction. (1) The product is: [N:15]1[CH:16]=[CH:17][CH:18]=[CH:19][C:14]=1[C:3]1[CH:11]=[CH:10][C:6]([C:7]([OH:9])=[O:8])=[CH:5][CH:4]=1. Given the reactants OB(O)[C:3]1[CH:11]=[CH:10][C:6]([C:7]([OH:9])=[O:8])=[CH:5][CH:4]=1.Br[C:14]1[CH:19]=[CH:18][CH:17]=[CH:16][N:15]=1.C(=O)([O-])[O-].[Na+].[Na+], predict the reaction product. (2) The product is: [CH3:8][N:5]1[CH:6]=[CH:7][C:2]([C:18]2[CH2:23][CH2:22][N:21]([C:24]([O:26][C:27]([CH3:30])([CH3:29])[CH3:28])=[O:25])[CH2:20][CH:19]=2)=[CH:3][C:4]1=[O:9]. Given the reactants I[C:2]1[CH:7]=[CH:6][N:5]([CH3:8])[C:4](=[O:9])[CH:3]=1.CC1(C)C(C)(C)OB([C:18]2[CH2:19][CH2:20][N:21]([C:24]([O:26][C:27]([CH3:30])([CH3:29])[CH3:28])=[O:25])[CH2:22][CH:23]=2)O1, predict the reaction product. (3) The product is: [C:44]([CH:46]1[CH2:51][CH2:50][N:49]([C:39]([N:4]2[CH2:5][C:6]3[CH:11]=[C:10]([C:12]4[CH:13]=[CH:14][C:15]([C:18]5[N:19]([C:23]([O:25][CH2:26][CH:27]([CH3:29])[CH3:28])=[O:24])[CH:20]=[CH:21][N:22]=5)=[CH:16][CH:17]=4)[CH:9]=[CH:8][C:7]=3[O:1][CH2:2][CH2:3]2)=[O:40])[CH2:48][CH2:47]1)#[N:45]. Given the reactants [O:1]1[C:7]2[CH:8]=[CH:9][C:10]([C:12]3[CH:17]=[CH:16][C:15]([C:18]4[N:19]([C:23]([O:25][CH2:26][CH:27]([CH3:29])[CH3:28])=[O:24])[CH:20]=[CH:21][N:22]=4)=[CH:14][CH:13]=3)=[CH:11][C:6]=2[CH2:5][NH:4][CH2:3][CH2:2]1.CCN(C(C)C)C(C)C.[C:39](Cl)(Cl)=[O:40].Cl.[C:44]([CH:46]1[CH2:51][CH2:50][NH:49][CH2:48][CH2:47]1)#[N:45], predict the reaction product. (4) Given the reactants [C:1]1(=[O:7])[CH2:6][CH2:5][CH2:4][CH:3]=[CH:2]1.C1(B(O)O)C=CC=CC=1.[C:17]1([CH3:23])[CH:22]=[CH:21][CH:20]=[CH:19][CH:18]=1.CO, predict the reaction product. The product is: [C:17]1([CH:23]2[CH2:5][CH2:4][CH2:3][CH2:2][C:1](=[O:7])[CH2:6]2)[CH:22]=[CH:21][CH:20]=[CH:19][CH:18]=1. (5) Given the reactants [NH2:1][C:2]1[CH:6]=[C:5]([CH3:7])[S:4][C:3]=1[C:8]([O:10]C)=O.Cl.[C:13]([C:15]([O:17][CH3:18])=[O:16])#[N:14].[C:19]([O-])(O)=O.[Na+], predict the reaction product. The product is: [CH3:7][C:5]1[S:4][C:3]2[C:8](=[O:10])[NH:14][C:13]([C:15]([O:17][CH2:18][CH3:19])=[O:16])=[N:1][C:2]=2[CH:6]=1. (6) Given the reactants [Cl:1][C:2]1[C:3]([O:12][C:13]2[CH:18]=[C:17]([O:19][CH2:20][CH2:21][O:22][CH3:23])[CH:16]=[CH:15][C:14]=2/[CH:24]=[CH:25]/[CH2:26][OH:27])=[N:4][CH:5]=[C:6]([C:8]([F:11])([F:10])[F:9])[CH:7]=1.Cl[S:29]([N:32]=[C:33]=[O:34])(=[O:31])=[O:30].[NH2:35][CH2:36][CH2:37][C:38]1[CH:43]=[CH:42][CH:41]=[CH:40][N:39]=1.Cl, predict the reaction product. The product is: [N:39]1[CH:40]=[CH:41][CH:42]=[CH:43][C:38]=1[CH2:37][CH2:36][NH:35][S:29]([NH:32][C:33](=[O:34])[O:27][CH2:26]/[CH:25]=[CH:24]/[C:14]1[CH:15]=[CH:16][C:17]([O:19][CH2:20][CH2:21][O:22][CH3:23])=[CH:18][C:13]=1[O:12][C:3]1[C:2]([Cl:1])=[CH:7][C:6]([C:8]([F:9])([F:11])[F:10])=[CH:5][N:4]=1)(=[O:31])=[O:30].